From a dataset of Catalyst prediction with 721,799 reactions and 888 catalyst types from USPTO. Predict which catalyst facilitates the given reaction. (1) Reactant: [CH3:1][O:2][C:3]1[CH:4]=[C:5]([CH:19]=[C:20]([O:24][CH3:25])[C:21]=1[O:22][CH3:23])[CH2:6][N:7]1[CH2:12][CH2:11][N:10]([CH2:13][C:14](OCC)=[O:15])[CH2:9][CH2:8]1.[NH2:26][NH2:27]. Product: [CH3:25][O:24][C:20]1[CH:19]=[C:5]([CH:4]=[C:3]([O:2][CH3:1])[C:21]=1[O:22][CH3:23])[CH2:6][N:7]1[CH2:12][CH2:11][N:10]([CH2:13][C:14]([NH:26][NH2:27])=[O:15])[CH2:9][CH2:8]1. The catalyst class is: 8. (2) Reactant: C[O-].[Na+].[CH3:4][N:5]1[C:9]([C:10]2[CH:15]=[CH:14][CH:13]=[CH:12][CH:11]=2)=[C:8]2[CH2:16][CH2:17][CH:18]3[C:26]([C:27]4[CH:32]=[CH:31][CH:30]=[CH:29][CH:28]=4)([C:7]2=[N:6]1)[CH2:25][C:21]1[CH:22]=[N:23][O:24][C:20]=1[CH:19]3[CH3:33]. Product: [CH3:4][N:5]1[C:9]([C:10]2[CH:15]=[CH:14][CH:13]=[CH:12][CH:11]=2)=[C:8]2[C:7]([C:26]3([C:27]4[CH:32]=[CH:31][CH:30]=[CH:29][CH:28]=4)[CH2:25][CH:21]([C:22]#[N:23])[C:20](=[O:24])[CH:19]([CH3:33])[CH:18]3[CH2:17][CH2:16]2)=[N:6]1. The catalyst class is: 111.